Dataset: Full USPTO retrosynthesis dataset with 1.9M reactions from patents (1976-2016). Task: Predict the reactants needed to synthesize the given product. (1) Given the product [Br:6][CH2:7][CH2:8][CH2:9][N:1]1[CH:5]=[CH:4][N:3]=[CH:2]1, predict the reactants needed to synthesize it. The reactants are: [NH:1]1[CH:5]=[CH:4][N:3]=[CH:2]1.[Br:6][CH2:7][CH2:8][CH2:9]Br.[H-].[Na+]. (2) Given the product [Cl:1][C:2]1[CH:34]=[CH:33][C:32]([F:35])=[CH:31][C:3]=1[CH2:4][C:5]1[C:6]([N:16]2[CH2:20][CH2:19][CH2:18][CH:17]2[CH2:22][NH:23][C:24](=[O:30])[O:25][C:26]([CH3:27])([CH3:28])[CH3:29])=[N:7][N:8]2[CH:13]=[CH:12][N:11]([CH3:14])[C:10](=[O:15])[C:9]=12, predict the reactants needed to synthesize it. The reactants are: [Cl:1][C:2]1[CH:34]=[CH:33][C:32]([F:35])=[CH:31][C:3]=1[CH2:4][C:5]1[C:6]([N:16]2[C:20](=O)[CH2:19][CH2:18][CH:17]2[CH2:22][NH:23][C:24](=[O:30])[O:25][C:26]([CH3:29])([CH3:28])[CH3:27])=[N:7][N:8]2[CH:13]=[CH:12][N:11]([CH3:14])[C:10](=[O:15])[C:9]=12.CO. (3) The reactants are: CO.[C:3]([OH:8])(=[O:7])[C:4]([CH3:6])=O.[C:9]1([C@@H:15]([NH2:17])[CH3:16])[CH:14]=[CH:13][CH:12]=[CH:11][CH:10]=1.C(O)=O. Given the product [C:9]1([C@@H:15]([NH:17][CH:4]([CH3:6])[C:3]([OH:8])=[O:7])[CH3:16])[CH:14]=[CH:13][CH:12]=[CH:11][CH:10]=1, predict the reactants needed to synthesize it.